Dataset: Full USPTO retrosynthesis dataset with 1.9M reactions from patents (1976-2016). Task: Predict the reactants needed to synthesize the given product. (1) Given the product [Br:1][C:2]1[CH:3]=[C:4]([CH:8]=[C:9]([O:11][CH3:12])[CH:10]=1)[C:5]([NH2:18])=[O:6], predict the reactants needed to synthesize it. The reactants are: [Br:1][C:2]1[CH:3]=[C:4]([CH:8]=[C:9]([O:11][CH3:12])[CH:10]=1)[C:5](O)=[O:6].S(Cl)(Cl)=O.C[N:18](C=O)C. (2) Given the product [N:29]1([C:2]2[N:7]3[N:8]=[C:9]([CH3:22])[C:10]([CH2:11][C:12]4[C:21]5[C:16](=[CH:17][CH:18]=[CH:19][CH:20]=5)[CH:15]=[CH:14][CH:13]=4)=[C:6]3[N:5]=[C:4]([N:23]3[CH2:28][CH2:27][O:26][CH2:25][CH2:24]3)[CH:3]=2)[CH:33]=[CH:32][N:31]=[CH:30]1, predict the reactants needed to synthesize it. The reactants are: Cl[C:2]1[N:7]2[N:8]=[C:9]([CH3:22])[C:10]([CH2:11][C:12]3[C:21]4[C:16](=[CH:17][CH:18]=[CH:19][CH:20]=4)[CH:15]=[CH:14][CH:13]=3)=[C:6]2[N:5]=[C:4]([N:23]2[CH2:28][CH2:27][O:26][CH2:25][CH2:24]2)[CH:3]=1.[NH:29]1[CH:33]=[CH:32][N:31]=[CH:30]1.P([O-])([O-])([O-])=O.[K+].[K+].[K+].CN[C@H]1[C@H](NC)CCCC1. (3) Given the product [CH3:26][O:27][C:28]1[CH:29]=[C:30]([NH:31][C:2]2[CH:3]=[CH:4][C:5]3[CH2:6][N:7]([C:19]([O:21][C:22]([CH3:25])([CH3:24])[CH3:23])=[O:20])[CH2:8][C@@H:9]([C:13]4[CH:18]=[CH:17][CH:16]=[CH:15][CH:14]=4)[O:10][C:11]=3[N:12]=2)[CH:32]=[CH:33][C:34]=1[N:35]1[CH:39]=[C:38]([CH3:40])[N:37]=[CH:36]1, predict the reactants needed to synthesize it. The reactants are: Cl[C:2]1[CH:3]=[CH:4][C:5]2[CH2:6][N:7]([C:19]([O:21][C:22]([CH3:25])([CH3:24])[CH3:23])=[O:20])[CH2:8][C@@H:9]([C:13]3[CH:18]=[CH:17][CH:16]=[CH:15][CH:14]=3)[O:10][C:11]=2[N:12]=1.[CH3:26][O:27][C:28]1[CH:29]=[C:30]([CH:32]=[CH:33][C:34]=1[N:35]1[CH:39]=[C:38]([CH3:40])[N:37]=[CH:36]1)[NH2:31].C(=O)([O-])[O-].[Cs+].[Cs+].COCCOC. (4) Given the product [Br:1][C:2]1[CH:3]=[C:4]2[C:5]([CH2:8][C:9](=[O:10])[NH:12]2)=[CH:6][CH:7]=1, predict the reactants needed to synthesize it. The reactants are: [Br:1][C:2]1[CH:7]=[CH:6][C:5]([CH2:8][C:9](O)=[O:10])=[C:4]([N+:12]([O-])=O)[CH:3]=1.S(=O)(=O)(O)O. (5) Given the product [CH3:1][C@@H:2]1[CH2:3][NH:4][CH2:5][CH2:6][N:7]1[C:8]1[C:9]2[N:23]=[CH:22][CH:21]=[CH:20][C:10]=2[C:11]([C:14]2[CH:19]=[CH:18][CH:17]=[CH:16][CH:15]=2)=[N:12][N:13]=1, predict the reactants needed to synthesize it. The reactants are: [CH3:1][C@H:2]1[N:7]([C:8]2[C:9]3[N:23]=[CH:22][CH:21]=[CH:20][C:10]=3[C:11]([C:14]3[CH:19]=[CH:18][CH:17]=[CH:16][CH:15]=3)=[N:12][N:13]=2)[CH2:6][CH2:5][N:4](C(OC(C)(C)C)=O)[CH2:3]1.FC(F)(F)C(O)=O. (6) Given the product [CH:42]1([C:2]2[N:6]3[N:7]=[C:8]([NH:27][CH:28]4[CH2:33][CH2:32][CH:31]([NH:34][C:35](=[O:41])[O:36][C:37]([CH3:40])([CH3:39])[CH3:38])[CH2:30][CH2:29]4)[CH:9]=[C:10]([N:11]([CH2:18][C:19]4[CH:24]=[CH:23][C:22]([O:25][CH3:26])=[CH:21][CH:20]=4)[C:12]4[CH:13]=[CH:14][CH:15]=[CH:16][CH:17]=4)[C:5]3=[N:4][CH:3]=2)[CH2:44][CH2:43]1, predict the reactants needed to synthesize it. The reactants are: Br[C:2]1[N:6]2[N:7]=[C:8]([NH:27][CH:28]3[CH2:33][CH2:32][CH:31]([NH:34][C:35](=[O:41])[O:36][C:37]([CH3:40])([CH3:39])[CH3:38])[CH2:30][CH2:29]3)[CH:9]=[C:10]([N:11]([CH2:18][C:19]3[CH:24]=[CH:23][C:22]([O:25][CH3:26])=[CH:21][CH:20]=3)[C:12]3[CH:17]=[CH:16][CH:15]=[CH:14][CH:13]=3)[C:5]2=[N:4][CH:3]=1.[CH:42]1(B(O)O)[CH2:44][CH2:43]1.[O-]P([O-])([O-])=O.[K+].[K+].[K+].CCO. (7) Given the product [CH2:1]([O:3][CH:4]([O:8][CH2:9][CH3:10])[C@@H:5]([NH:7][CH2:21][C:19]1[CH:18]=[CH:17][CH:16]=[C:15]2[C:20]=1[N:11]=[CH:12][CH:13]=[CH:14]2)[CH3:6])[CH3:2], predict the reactants needed to synthesize it. The reactants are: [CH2:1]([O:3][CH:4]([O:8][CH2:9][CH3:10])[C@@H:5]([NH2:7])[CH3:6])[CH3:2].[N:11]1[C:20]2[C:15](=[CH:16][CH:17]=[CH:18][C:19]=2[CH:21]=O)[CH:14]=[CH:13][CH:12]=1.